Dataset: Peptide-MHC class I binding affinity with 185,985 pairs from IEDB/IMGT. Task: Regression. Given a peptide amino acid sequence and an MHC pseudo amino acid sequence, predict their binding affinity value. This is MHC class I binding data. (1) The binding affinity (normalized) is 0.651. The MHC is HLA-A31:01 with pseudo-sequence HLA-A31:01. The peptide sequence is VWLSVIWMMW. (2) The peptide sequence is LVSDGGPNLY. The MHC is HLA-A29:02 with pseudo-sequence HLA-A29:02. The binding affinity (normalized) is 0.430. (3) The peptide sequence is EPISILDRI. The MHC is HLA-B35:01 with pseudo-sequence HLA-B35:01. The binding affinity (normalized) is 0.216. (4) The peptide sequence is VQLSNNKYV. The MHC is HLA-A02:06 with pseudo-sequence HLA-A02:06. The binding affinity (normalized) is 0.504. (5) The binding affinity (normalized) is 0.0847. The peptide sequence is RPQLWRYRW. The MHC is HLA-B27:05 with pseudo-sequence HLA-B27:05.